Dataset: Forward reaction prediction with 1.9M reactions from USPTO patents (1976-2016). Task: Predict the product of the given reaction. (1) Given the reactants [O:1]=O.[Br:3][C:4]1[CH:16]=[CH:15][C:14]2[C:13]3[C:8](=[CH:9][C:10]([Br:17])=[CH:11][CH:12]=3)[CH2:7][C:6]=2[CH:5]=1.[OH-].[NH4+].[NH4+].[NH4+].[NH4+].[OH-].[OH-].[OH-].[OH-].[Na+], predict the reaction product. The product is: [Br:3][C:4]1[C:5](=[O:1])[C:6]2[C:14](=[CH:15][CH:16]=1)[C:13]1[C:8](=[CH:9][C:10]([Br:17])=[CH:11][CH:12]=1)[CH:7]=2. (2) Given the reactants C(NC(C)C)(C)C.[Li]CCCC.[Li+].CC([N-]C(C)C)C.[Br:21][C:22]1[CH:23]=[N:24][CH:25]=[N:26][CH:27]=1.[O:28]1[C:32]2([CH2:37][CH2:36][C:35](=[O:38])[CH2:34][CH2:33]2)[O:31][CH2:30][CH2:29]1, predict the reaction product. The product is: [Br:21][C:22]1[C:23]([C:35]2([OH:38])[CH2:36][CH2:37][C:32]3([O:31][CH2:30][CH2:29][O:28]3)[CH2:33][CH2:34]2)=[N:24][CH:25]=[N:26][CH:27]=1. (3) The product is: [F:15][C:12]1[C:13]2[CH2:14][NH:6][C:7](=[O:32])[C:8]=2[C:9]([C:26]2[CH:27]=[N:28][N:29]([CH3:31])[CH:30]=2)=[N:10][C:11]=1[NH:16][C@H:17]([CH2:22][CH:23]([CH3:25])[CH3:24])[C:18]([NH:20][CH3:21])=[O:19]. Given the reactants COC1C=C(OC)C=CC=1C[N:6]1[CH2:14][C:13]2[C:12]([F:15])=[C:11]([NH:16][C@H:17]([CH2:22][CH:23]([CH3:25])[CH3:24])[C:18]([NH:20][CH3:21])=[O:19])[N:10]=[C:9]([C:26]3[CH:27]=[N:28][N:29]([CH3:31])[CH:30]=3)[C:8]=2[C:7]1=[O:32], predict the reaction product. (4) Given the reactants [CH3:1][O:2][C:3]1[CH:15]=[CH:14][CH:13]=[CH:12][C:4]=1[O:5][CH2:6][CH2:7][CH2:8][C:9]([OH:11])=O, predict the reaction product. The product is: [CH3:1][O:2][C:3]1[C:4]2[O:5][CH2:6][CH2:7][CH2:8][C:9](=[O:11])[C:12]=2[CH:13]=[CH:14][CH:15]=1.